Dataset: Reaction yield outcomes from USPTO patents with 853,638 reactions. Task: Predict the reaction yield, written as a fraction of the theoretical maximum amount of product (1.0 means a 100% yield; for example, 0.34 means a 34% yield). (1) The reactants are [CH3:1][N:2]1[C@H:6]([CH2:7][O:8][CH:9]2[CH2:14][CH2:13][CH2:12][CH2:11][O:10]2)[CH2:5][CH2:4][C:3]1=O.[CH3:16][CH2:17][Mg+].[Br-]. The catalyst is C1COCC1. The product is [CH3:1][N:2]1[C@H:6]([CH2:7][O:8][CH:9]2[CH2:14][CH2:13][CH2:12][CH2:11][O:10]2)[CH2:5][CH2:4][C:3]21[CH2:17][CH2:16]2. The yield is 0.100. (2) The product is [Br:13][C:9]1[C:8]([CH3:14])=[C:7]([N:6]2[C:4](=[O:5])[C:3]3[C:2](=[C:18]([Cl:19])[CH:17]=[CH:16][CH:15]=3)[NH:1][C:20]2=[O:21])[CH:12]=[CH:11][CH:10]=1. The reactants are [NH2:1][C:2]1[C:18]([Cl:19])=[CH:17][CH:16]=[CH:15][C:3]=1[C:4]([NH:6][C:7]1[CH:12]=[CH:11][CH:10]=[C:9]([Br:13])[C:8]=1[CH3:14])=[O:5].[C:20](=O)(OC(Cl)(Cl)Cl)[O:21]C(Cl)(Cl)Cl. The yield is 0.950. The catalyst is C1COCC1.C(Cl)Cl. (3) The reactants are C[Si]([C:5]#[C:6][C:7]1[N:11]2[C:12]3[C:17]([N:18]=[C:19]([NH:20][CH2:21][CH2:22][CH2:23][OH:24])[C:10]2=[N:9][CH:8]=1)=[CH:16][C:15]([C:25]([F:28])([F:27])[F:26])=[CH:14][CH:13]=3)(C)C.C(=O)([O-])[O-].[K+].[K+]. The catalyst is ClCCl.CO.[Cl-].[Na+].O. The product is [C:6]([C:7]1[N:11]2[C:12]3[C:17]([N:18]=[C:19]([NH:20][CH2:21][CH2:22][CH2:23][OH:24])[C:10]2=[N:9][CH:8]=1)=[CH:16][C:15]([C:25]([F:26])([F:27])[F:28])=[CH:14][CH:13]=3)#[CH:5]. The yield is 0.910. (4) The reactants are [CH2:1]([NH:3][C:4]([NH:6][C:7]1[CH:12]=[C:11]([C:13]2[S:14][CH:15]=[C:16]([C:18]([F:21])([F:20])[F:19])[N:17]=2)[C:10](B2OC(C)(C)C(C)(C)O2)=[CH:9][N:8]=1)=[O:5])[CH3:2].Cl[C:32]1[S:33][C:34]([C:42]([O:44][CH2:45][CH3:46])=[O:43])=[C:35]([C:37]([O:39][CH2:40][CH3:41])=[O:38])[N:36]=1.C([O-])([O-])=O.[K+].[K+]. The catalyst is O1CCOCC1.O.O.Cl[Pd](Cl)([P](C1C=CC=CC=1)(C1C=CC=CC=1)C1C=CC=CC=1)[P](C1C=CC=CC=1)(C1C=CC=CC=1)C1C=CC=CC=1. The product is [CH2:1]([NH:3][C:4]([NH:6][C:7]1[N:8]=[CH:9][C:10]([C:32]2[S:33][C:34]([C:42]([O:44][CH2:45][CH3:46])=[O:43])=[C:35]([C:37]([O:39][CH2:40][CH3:41])=[O:38])[N:36]=2)=[C:11]([C:13]2[S:14][CH:15]=[C:16]([C:18]([F:19])([F:20])[F:21])[N:17]=2)[CH:12]=1)=[O:5])[CH3:2]. The yield is 0.670. (5) The reactants are [H-].[Na+].[CH3:3][O:4][C:5](=[O:19])[CH2:6][N:7]1[C:15]2[C:10](=[C:11]([Cl:16])[CH:12]=[CH:13][CH:14]=2)[C:9](=[O:17])[C:8]1=[O:18].COC(=O)C(Br)[CH2:24][CH:25]1[CH2:29][CH2:28][CH2:27][CH2:26]1. The catalyst is CN(C)C=O.O. The product is [CH3:3][O:4][C:5](=[O:19])[CH:6]([N:7]1[C:15]2[C:10](=[C:11]([Cl:16])[CH:12]=[CH:13][CH:14]=2)[C:9](=[O:17])[C:8]1=[O:18])[CH2:24][CH:25]1[CH2:29][CH2:28][CH2:27][CH2:26]1. The yield is 0.720. (6) The reactants are [Br:1][C:2]1[CH:3]=[C:4]([NH:10][C:11]2[N:16]=[C:15]([O:17][CH2:18][CH2:19][N:20](C)[C:21](=O)OC(C)(C)C)[CH:14]=[CH:13][CH:12]=2)[C:5](=[O:9])[N:6]([CH3:8])[CH:7]=1.[ClH:29]. No catalyst specified. The product is [ClH:29].[Br:1][C:2]1[CH:3]=[C:4]([NH:10][C:11]2[CH:12]=[CH:13][CH:14]=[C:15]([O:17][CH2:18][CH2:19][NH:20][CH3:21])[N:16]=2)[C:5](=[O:9])[N:6]([CH3:8])[CH:7]=1. The yield is 0.850. (7) The reactants are [CH3:1][C:2]1[C:6]([CH2:7][N:8]2[CH:12]=[C:11]([N:13]3[CH2:17][CH2:16][NH:15][C:14]3=[O:18])[CH:10]=[N:9]2)=[C:5]([CH3:19])[O:4][N:3]=1.[H-].[Na+].[CH2:22](Br)[C:23]1[CH:28]=[CH:27][CH:26]=[CH:25][CH:24]=1. The catalyst is CN(C=O)C. The product is [CH2:22]([N:15]1[CH2:16][CH2:17][N:13]([C:11]2[CH:10]=[N:9][N:8]([CH2:7][C:6]3[C:2]([CH3:1])=[N:3][O:4][C:5]=3[CH3:19])[CH:12]=2)[C:14]1=[O:18])[C:23]1[CH:28]=[CH:27][CH:26]=[CH:25][CH:24]=1. The yield is 0.310. (8) The reactants are [Br:1]Br.[CH:3]1[C:8]2[CH2:9][CH2:10][CH2:11][CH2:12][C:13](=[O:14])[C:7]=2[CH:6]=[CH:5][CH:4]=1. The catalyst is C(OCC)C. The product is [Br:1][CH:12]1[CH2:11][CH2:10][CH2:9][C:8]2[CH:3]=[CH:4][CH:5]=[CH:6][C:7]=2[C:13]1=[O:14]. The yield is 0.480. (9) The reactants are [F:1][C:2]1[CH:3]=[C:4]([CH:9]([OH:14])[C:10]([F:13])([F:12])[F:11])[CH:5]=[CH:6][C:7]=1[F:8].N1C(C)=CC=CC=1C.[S:23](O[S:23]([C:26]([F:29])([F:28])[F:27])(=[O:25])=[O:24])([C:26]([F:29])([F:28])[F:27])(=[O:25])=[O:24]. The catalyst is C1CCCCC1.O. The product is [F:1][C:2]1[CH:3]=[C:4]([CH:9]([O:14][S:23]([C:26]([F:29])([F:28])[F:27])(=[O:25])=[O:24])[C:10]([F:11])([F:12])[F:13])[CH:5]=[CH:6][C:7]=1[F:8]. The yield is 0.910. (10) The reactants are [Cl:1][C:2]1[N:7]=[N:6][C:5]([C:8]([OH:10])=O)=[CH:4][CH:3]=1.C(N(C(C)C)CC)(C)C.O.O[N:22]1[C:26]2[CH:27]=[CH:28][CH:29]=[CH:30]C=2N=N1.CN(C)CCCN=C=NCC.C1(CCN)CC1. The catalyst is ClCCl. The product is [CH:28]1([CH2:27][CH2:26][NH:22][C:8]([C:5]2[N:6]=[N:7][C:2]([Cl:1])=[CH:3][CH:4]=2)=[O:10])[CH2:29][CH2:30]1. The yield is 0.550.